Task: Regression. Given two drug SMILES strings and cell line genomic features, predict the synergy score measuring deviation from expected non-interaction effect.. Dataset: NCI-60 drug combinations with 297,098 pairs across 59 cell lines (1) Drug 1: COC1=NC(=NC2=C1N=CN2C3C(C(C(O3)CO)O)O)N. Drug 2: CC12CCC3C(C1CCC2O)C(CC4=C3C=CC(=C4)O)CCCCCCCCCS(=O)CCCC(C(F)(F)F)(F)F. Cell line: OVCAR3. Synergy scores: CSS=33.5, Synergy_ZIP=-8.93, Synergy_Bliss=-10.2, Synergy_Loewe=-11.6, Synergy_HSA=-8.55. (2) Drug 1: C1=CN(C=N1)CC(O)(P(=O)(O)O)P(=O)(O)O. Drug 2: B(C(CC(C)C)NC(=O)C(CC1=CC=CC=C1)NC(=O)C2=NC=CN=C2)(O)O. Cell line: OVCAR-4. Synergy scores: CSS=43.7, Synergy_ZIP=-0.206, Synergy_Bliss=-2.48, Synergy_Loewe=-27.2, Synergy_HSA=-2.46. (3) Drug 1: CCC1=C2CN3C(=CC4=C(C3=O)COC(=O)C4(CC)O)C2=NC5=C1C=C(C=C5)O. Drug 2: CC12CCC3C(C1CCC2O)C(CC4=C3C=CC(=C4)O)CCCCCCCCCS(=O)CCCC(C(F)(F)F)(F)F. Cell line: HOP-62. Synergy scores: CSS=38.3, Synergy_ZIP=0.550, Synergy_Bliss=1.10, Synergy_Loewe=-11.8, Synergy_HSA=1.76. (4) Drug 1: CCC1=CC2CC(C3=C(CN(C2)C1)C4=CC=CC=C4N3)(C5=C(C=C6C(=C5)C78CCN9C7C(C=CC9)(C(C(C8N6C)(C(=O)OC)O)OC(=O)C)CC)OC)C(=O)OC.C(C(C(=O)O)O)(C(=O)O)O. Drug 2: CC1=C2C(C(=O)C3(C(CC4C(C3C(C(C2(C)C)(CC1OC(=O)C(C(C5=CC=CC=C5)NC(=O)OC(C)(C)C)O)O)OC(=O)C6=CC=CC=C6)(CO4)OC(=O)C)O)C)O. Cell line: SK-MEL-2. Synergy scores: CSS=67.2, Synergy_ZIP=2.00, Synergy_Bliss=1.09, Synergy_Loewe=2.44, Synergy_HSA=5.02. (5) Drug 1: CCCS(=O)(=O)NC1=C(C(=C(C=C1)F)C(=O)C2=CNC3=C2C=C(C=N3)C4=CC=C(C=C4)Cl)F. Drug 2: C1C(C(OC1N2C=C(C(=O)NC2=O)F)CO)O. Cell line: OVCAR-5. Synergy scores: CSS=10.0, Synergy_ZIP=5.61, Synergy_Bliss=5.47, Synergy_Loewe=-1.74, Synergy_HSA=0.905. (6) Drug 1: C1=NC2=C(N1)C(=S)N=CN2. Drug 2: C1CN(CCN1C(=O)CCBr)C(=O)CCBr. Cell line: UACC62. Synergy scores: CSS=42.1, Synergy_ZIP=-2.02, Synergy_Bliss=2.78, Synergy_Loewe=-4.41, Synergy_HSA=4.46. (7) Drug 1: CC(C)(C#N)C1=CC(=CC(=C1)CN2C=NC=N2)C(C)(C)C#N. Drug 2: CC(C)CN1C=NC2=C1C3=CC=CC=C3N=C2N. Cell line: SNB-19. Synergy scores: CSS=-0.329, Synergy_ZIP=-1.09, Synergy_Bliss=-1.98, Synergy_Loewe=-1.05, Synergy_HSA=-2.09.